From a dataset of Full USPTO retrosynthesis dataset with 1.9M reactions from patents (1976-2016). Predict the reactants needed to synthesize the given product. (1) Given the product [BrH:25].[F:1][C:2]1[CH:3]=[CH:4][C:5]([S:8]([C:11]2[C:22]([OH:23])=[CH:21][C:14]3[CH2:15][CH2:16][N:17]([CH3:20])[CH2:18][CH2:19][C:13]=3[CH:12]=2)(=[O:10])=[O:9])=[CH:6][CH:7]=1, predict the reactants needed to synthesize it. The reactants are: [F:1][C:2]1[CH:7]=[CH:6][C:5]([S:8]([C:11]2[C:22]([O:23]C)=[CH:21][C:14]3[CH2:15][CH2:16][N:17]([CH3:20])[CH2:18][CH2:19][C:13]=3[CH:12]=2)(=[O:10])=[O:9])=[CH:4][CH:3]=1.[BrH:25]. (2) Given the product [CH2:27]([C:25]1[NH:24][N:23]=[C:22]([NH:21][C:16](=[O:18])[CH2:15][C:12]2[CH:13]=[CH:14][C:9]([O:8][CH2:1][C:2]3[CH:3]=[CH:4][CH:5]=[CH:6][CH:7]=3)=[CH:10][C:11]=2[O:19][CH3:20])[CH:26]=1)[CH3:28], predict the reactants needed to synthesize it. The reactants are: [CH2:1]([O:8][C:9]1[CH:14]=[CH:13][C:12]([CH2:15][C:16]([OH:18])=O)=[C:11]([O:19][CH3:20])[CH:10]=1)[C:2]1[CH:7]=[CH:6][CH:5]=[CH:4][CH:3]=1.[NH2:21][C:22]1[CH:26]=[C:25]([CH2:27][CH3:28])[NH:24][N:23]=1. (3) Given the product [C:4]([O:3][C:1]([N:8]1[CH2:9][CH2:10][N:11]([C:18](=[O:19])[C:17]2[CH:21]=[CH:22][CH:23]=[CH:24][C:16]=2[C:15]([F:14])([F:25])[F:26])[CH2:12][CH2:13]1)=[O:2])([CH3:7])([CH3:6])[CH3:5], predict the reactants needed to synthesize it. The reactants are: [C:1]([N:8]1[CH2:13][CH2:12][NH:11][CH2:10][CH2:9]1)([O:3][C:4]([CH3:7])([CH3:6])[CH3:5])=[O:2].[F:14][C:15]([F:26])([F:25])[C:16]1[CH:24]=[CH:23][CH:22]=[CH:21][C:17]=1[C:18](Cl)=[O:19]. (4) Given the product [C:45]([NH:55][C@H:56]([C:60]([O:1][C:2]1[CH:7]=[CH:6][CH:5]=[CH:4][C:3]=1[CH2:8][C:9]([O:11][CH2:12][C:13]1[CH:14]=[CH:15][C:16]([O:19][CH3:20])=[CH:17][CH:18]=1)=[O:10])=[O:61])[CH:57]([CH3:59])[CH3:58])([O:47][CH2:48][C:49]1[CH:54]=[CH:53][CH:52]=[CH:51][CH:50]=1)=[O:46], predict the reactants needed to synthesize it. The reactants are: [OH:1][C:2]1[CH:7]=[CH:6][CH:5]=[CH:4][C:3]=1[CH2:8][C:9]([O:11][CH2:12][C:13]1[CH:18]=[CH:17][C:16]([O:19][CH3:20])=[CH:15][CH:14]=1)=[O:10].C1CCC(N=C=NC2CCCCC2)CC1.CN(C1C=CC=CN=1)C.[C:45]([NH:55][C@H:56]([C:60](O)=[O:61])[CH:57]([CH3:59])[CH3:58])([O:47][CH2:48][C:49]1[CH:54]=[CH:53][CH:52]=[CH:51][CH:50]=1)=[O:46]. (5) Given the product [Br:13][C:14]1[CH:19]=[CH:18][C:17]([NH:20][C:23]2[C:24]([C:33]([OH:35])=[O:34])=[N:25][C:26]3[N:27]([N:30]=[CH:31][CH:32]=3)[C:28]=2[F:29])=[C:16]([F:21])[CH:15]=1, predict the reactants needed to synthesize it. The reactants are: N(C(C)C)C(C)C.[Li]CCCC.[Br:13][C:14]1[CH:19]=[CH:18][C:17]([NH2:20])=[C:16]([F:21])[CH:15]=1.Cl[C:23]1[C:24]([C:33]([OH:35])=[O:34])=[N:25][C:26]2[N:27]([N:30]=[CH:31][CH:32]=2)[C:28]=1[F:29]. (6) Given the product [CH:26]([O:25][C:23]([NH:2][C@H:3]([C:11]([O:13][CH3:14])=[O:12])[CH2:4][C:5]1[CH:10]=[CH:9][CH:8]=[CH:7][CH:6]=1)=[O:24])([CH3:28])[CH3:27], predict the reactants needed to synthesize it. The reactants are: Cl.[NH2:2][C@H:3]([C:11]([O:13][CH3:14])=[O:12])[CH2:4][C:5]1[CH:10]=[CH:9][CH:8]=[CH:7][CH:6]=1.C(N(CC)CC)C.Cl[C:23]([O:25][CH:26]([CH3:28])[CH3:27])=[O:24]. (7) Given the product [CH2:23]([O:25][C:26]([C:28]1([C:31]2[CH:36]=[CH:35][C:34]([C:2]3[CH:7]=[CH:6][C:5]([C:8]4[O:12][N:11]=[C:10]([CH3:13])[C:9]=4[NH:14][C:15]([NH:17][CH2:18][C:19]([F:22])([F:21])[F:20])=[O:16])=[CH:4][CH:3]=3)=[CH:33][CH:32]=2)[CH2:29][CH2:30]1)=[O:27])[CH3:24], predict the reactants needed to synthesize it. The reactants are: Br[C:2]1[CH:7]=[CH:6][C:5]([C:8]2[O:12][N:11]=[C:10]([CH3:13])[C:9]=2[NH:14][C:15]([NH:17][CH2:18][C:19]([F:22])([F:21])[F:20])=[O:16])=[CH:4][CH:3]=1.[CH2:23]([O:25][C:26]([C:28]1([C:31]2[CH:36]=[CH:35][C:34](B3OC(C)(C)C(C)(C)O3)=[CH:33][CH:32]=2)[CH2:30][CH2:29]1)=[O:27])[CH3:24].